From a dataset of Catalyst prediction with 721,799 reactions and 888 catalyst types from USPTO. Predict which catalyst facilitates the given reaction. (1) Reactant: [CH3:1][O:2][C:3](=[O:18])[CH:4]([NH:15][CH:16]=[O:17])[C:5]([C:7]1[CH:12]=[CH:11][C:10]([CH3:13])=[C:9]([CH3:14])[CH:8]=1)=O.C1(P(C2C=CC=CC=2)C2C=CC=CC=2)C=CC=CC=1.II. Product: [CH3:1][O:2][C:3]([C:4]1[N:15]=[CH:16][O:17][C:5]=1[C:7]1[CH:12]=[CH:11][C:10]([CH3:13])=[C:9]([CH3:14])[CH:8]=1)=[O:18]. The catalyst class is: 2. (2) Reactant: CN(C(ON1N=NC2C=CC=NC1=2)=[N+](C)C)C.F[P-](F)(F)(F)(F)F.[NH2:25][C:26]1[CH:34]=[C:33]([F:35])[CH:32]=[CH:31][C:27]=1[C:28]([OH:30])=O.Cl.[NH2:37][C@@H:38]([CH2:43][CH2:44][NH:45][C:46]([O:48][C:49]([CH3:52])([CH3:51])[CH3:50])=[O:47])[C:39]([O:41][CH3:42])=[O:40].C(N(C(C)C)CC)(C)C. Product: [NH2:25][C:26]1[CH:34]=[C:33]([F:35])[CH:32]=[CH:31][C:27]=1[C:28]([NH:37][C@@H:38]([CH2:43][CH2:44][NH:45][C:46]([O:48][C:49]([CH3:52])([CH3:51])[CH3:50])=[O:47])[C:39]([O:41][CH3:42])=[O:40])=[O:30]. The catalyst class is: 3.